This data is from Full USPTO retrosynthesis dataset with 1.9M reactions from patents (1976-2016). The task is: Predict the reactants needed to synthesize the given product. Given the product [CH2:25]([O:27][C:17]1[C:16]([CH3:22])=[N:15][N:14]([CH3:23])[C:13](=[O:24])[C:12]=1[C:4]1[C:3]([CH2:1][CH3:2])=[CH:8][C:7]([CH3:9])=[CH:6][C:5]=1[CH2:10][CH3:11])[CH3:26], predict the reactants needed to synthesize it. The reactants are: [CH2:1]([C:3]1[CH:8]=[C:7]([CH3:9])[CH:6]=[C:5]([CH2:10][CH3:11])[C:4]=1[C:12]1[C:13](=[O:24])[N:14]([CH3:23])[N:15]=[C:16]([CH3:22])[C:17]=1S(C)(=O)=O)[CH3:2].[CH2:25]([OH:27])[CH3:26].[O-]CC.[Na+].